From a dataset of Reaction yield outcomes from USPTO patents with 853,638 reactions. Predict the reaction yield, written as a fraction of the theoretical maximum amount of product (1.0 means a 100% yield; for example, 0.34 means a 34% yield). (1) The reactants are [Br:1][C:2]1[CH:7]=[C:6]([Cl:8])[CH:5]=[C:4]([NH2:9])[C:3]=1[NH2:10].[C:11]([O-])([O-])=O.[Na+].[Na+]. The catalyst is C(O)=O. The product is [Br:1][C:2]1[C:3]2[N:10]=[CH:11][NH:9][C:4]=2[CH:5]=[C:6]([Cl:8])[CH:7]=1. The yield is 0.770. (2) The reactants are Br[C:2]1[C:3](=[O:31])[N:4]([CH2:23][CH2:24][C:25]2[CH:30]=[CH:29][CH:28]=[CH:27][CH:26]=2)[C:5]([C:9]2[CH:14]=[CH:13][CH:12]=[CH:11][C:10]=2[O:15][CH2:16][C:17]2[CH:22]=[CH:21][CH:20]=[CH:19][CH:18]=2)=[N:6][C:7]=1[CH3:8].[S:32]1[C:36]2[CH:37]=[CH:38][CH:39]=[CH:40][C:35]=2[CH:34]=[C:33]1B(O)O.C(O)C.C(=O)([O-])[O-].[Na+].[Na+]. The catalyst is O1CCOCC1. The product is [S:32]1[C:36]2[CH:37]=[CH:38][CH:39]=[CH:40][C:35]=2[CH:34]=[C:33]1[C:2]1[C:3](=[O:31])[N:4]([CH2:23][CH2:24][C:25]2[CH:30]=[CH:29][CH:28]=[CH:27][CH:26]=2)[C:5]([C:9]2[CH:14]=[CH:13][CH:12]=[CH:11][C:10]=2[O:15][CH2:16][C:17]2[CH:22]=[CH:21][CH:20]=[CH:19][CH:18]=2)=[N:6][C:7]=1[CH3:8]. The yield is 0.790.